Dataset: Reaction yield outcomes from USPTO patents with 853,638 reactions. Task: Predict the reaction yield, written as a fraction of the theoretical maximum amount of product (1.0 means a 100% yield; for example, 0.34 means a 34% yield). (1) The reactants are [Cl-].O[NH3+:3].[C:4](=[O:7])([O-])[OH:5].[Na+].CS(C)=O.[Si]([O:20][CH2:21][CH2:22][N:23]1[C:28](=[O:29])[C:27]([CH2:30][C:31]2[CH:36]=[CH:35][C:34]([C:37]3[C:38]([C:43]#[N:44])=[CH:39][CH:40]=[CH:41][CH:42]=3)=[CH:33][CH:32]=2)=[C:26]([CH2:45][CH2:46][CH3:47])[N:25]2[N:48]=[CH:49][N:50]=[C:24]12)(C(C)(C)C)(C)C. The catalyst is O.C(OCC)(=O)C. The product is [OH:20][CH2:21][CH2:22][N:23]1[C:28](=[O:29])[C:27]([CH2:30][C:31]2[CH:36]=[CH:35][C:34]([C:37]3[CH:42]=[CH:41][CH:40]=[CH:39][C:38]=3[C:43]3[NH:44][C:4](=[O:7])[O:5][N:3]=3)=[CH:33][CH:32]=2)=[C:26]([CH2:45][CH2:46][CH3:47])[N:25]2[N:48]=[CH:49][N:50]=[C:24]12. The yield is 0.610. (2) The reactants are CO[C:3](=[O:26])[C:4]1[CH:9]=[CH:8][C:7]([O:10][CH2:11][C:12]2[C:13]([C:18]3[CH:23]=[CH:22][C:21]([F:24])=[C:20]([F:25])[CH:19]=3)=[N:14][O:15][C:16]=2[CH3:17])=[N:6][CH:5]=1.[NH2:27][C:28]([CH3:32])([CH3:31])[CH2:29][OH:30]. No catalyst specified. The product is [F:25][C:20]1[CH:19]=[C:18]([C:13]2[C:12]([CH2:11][O:10][C:7]3[CH:8]=[CH:9][C:4]([C:3]([NH:27][C:28]([CH3:32])([CH3:31])[CH2:29][OH:30])=[O:26])=[CH:5][N:6]=3)=[C:16]([CH3:17])[O:15][N:14]=2)[CH:23]=[CH:22][C:21]=1[F:24]. The yield is 0.500.